This data is from Forward reaction prediction with 1.9M reactions from USPTO patents (1976-2016). The task is: Predict the product of the given reaction. (1) Given the reactants [C:1]([O:5][C:6]([NH:8][CH2:9][CH2:10][CH2:11][NH:12][C:13]([C:15]1[CH:16]=[C:17]([C:21]([OH:32])([C:26]2[CH:31]=[CH:30][CH:29]=[CH:28][CH:27]=2)[C:22]([O:24]C)=[O:23])[CH:18]=[CH:19][CH:20]=1)=[O:14])=[O:7])([CH3:4])([CH3:3])[CH3:2].[Li+].[OH-], predict the reaction product. The product is: [C:1]([O:5][C:6]([NH:8][CH2:9][CH2:10][CH2:11][NH:12][C:13]([C:15]1[CH:16]=[C:17]([C:21]([OH:32])([C:26]2[CH:31]=[CH:30][CH:29]=[CH:28][CH:27]=2)[C:22]([OH:24])=[O:23])[CH:18]=[CH:19][CH:20]=1)=[O:14])=[O:7])([CH3:4])([CH3:2])[CH3:3]. (2) Given the reactants [Cl:1][C:2]1[CH:16]=[CH:15][C:5]2[N:6]=[C:7]([NH:9][C:10]([NH:12][CH2:13][CH3:14])=[O:11])[S:8][C:4]=2[CH:3]=1.[N+:17]([O-])([OH:19])=[O:18], predict the reaction product. The product is: [Cl:1][C:2]1[C:16]([N+:17]([O-:19])=[O:18])=[CH:15][C:5]2[N:6]=[C:7]([NH:9][C:10]([NH:12][CH2:13][CH3:14])=[O:11])[S:8][C:4]=2[CH:3]=1. (3) Given the reactants Br[CH2:2][CH2:3][CH2:4]Br.[Cl:6][C:7]1[CH:8]=[C:9]([CH:29]=[CH:30][C:31]=1[Cl:32])[CH2:10][NH:11][C:12]([NH:14][C:15]1[CH:20]=[CH:19][C:18]([N:21]2[CH:25]=[C:24]([CH3:26])[N:23]=[CH:22]2)=[C:17]([O:27][CH3:28])[CH:16]=1)=[O:13].O.C(OCC)(=O)C, predict the reaction product. The product is: [Cl:6][C:7]1[CH:8]=[C:9]([CH:29]=[CH:30][C:31]=1[Cl:32])[CH2:10][N:11]1[CH2:4][CH2:3][CH2:2][N:14]([C:15]2[CH:20]=[CH:19][C:18]([N:21]3[CH:25]=[C:24]([CH3:26])[N:23]=[CH:22]3)=[C:17]([O:27][CH3:28])[CH:16]=2)[C:12]1=[O:13]. (4) Given the reactants [Cl:1][C:2]1[C:3]([C:24]2[CH:29]=[CH:28][CH:27]=[C:26]([F:30])[N:25]=2)=[CH:4][C:5]([NH:8][C@H:9]2[CH2:14][CH2:13][C@H:12]([CH2:15][NH:16]C(=O)OC(C)(C)C)[CH2:11][CH2:10]2)=[N:6][CH:7]=1.Cl.O1CCOCC1, predict the reaction product. The product is: [NH2:16][CH2:15][C@H:12]1[CH2:11][CH2:10][C@H:9]([NH:8][C:5]2[CH:4]=[C:3]([C:24]3[CH:29]=[CH:28][CH:27]=[C:26]([F:30])[N:25]=3)[C:2]([Cl:1])=[CH:7][N:6]=2)[CH2:14][CH2:13]1. (5) Given the reactants C(OC(=O)[NH:7][C@H:8]([CH2:28][C:29]1[CH:34]=[C:33]([F:35])[C:32]([F:36])=[CH:31][C:30]=1[F:37])[CH2:9][C:10]([N:12]1[CH2:17][CH2:16][N:15]2[C:18]([C:24]([F:27])([F:26])[F:25])=[N:19][C:20]([C:21](=[O:23])[CH3:22])=[C:14]2[CH2:13]1)=[O:11])(C)(C)C.[ClH:39], predict the reaction product. The product is: [ClH:39].[C:21]([C:20]1[N:19]=[C:18]([C:24]([F:27])([F:26])[F:25])[N:15]2[CH2:16][CH2:17][N:12]([C:10](=[O:11])[CH2:9][C@H:8]([NH2:7])[CH2:28][C:29]3[CH:34]=[C:33]([F:35])[C:32]([F:36])=[CH:31][C:30]=3[F:37])[CH2:13][C:14]=12)(=[O:23])[CH3:22]. (6) Given the reactants [Cl:1][C:2]1[CH:3]=[CH:4][C:5]([C:28]([F:31])([F:30])[F:29])=[C:6]([CH:27]=1)[CH2:7][N:8]1[CH2:13][CH2:12][NH:11][C:10]2[N:14]=[CH:15][C:16]([C:18]3[CH:19]=[C:20]([CH:24]=[CH:25][CH:26]=3)[C:21]([OH:23])=O)=[CH:17][C:9]1=2.[C:32]1([CH:38]([C:41]2[CH:46]=[CH:45][CH:44]=[CH:43][CH:42]=2)[CH2:39][NH2:40])[CH:37]=[CH:36][CH:35]=[CH:34][CH:33]=1, predict the reaction product. The product is: [Cl:1][C:2]1[CH:3]=[CH:4][C:5]([C:28]([F:30])([F:31])[F:29])=[C:6]([CH:27]=1)[CH2:7][N:8]1[CH2:13][CH2:12][NH:11][C:10]2[N:14]=[CH:15][C:16]([C:18]3[CH:19]=[C:20]([CH:24]=[CH:25][CH:26]=3)[C:21]([NH:40][CH2:39][CH:38]([C:32]3[CH:37]=[CH:36][CH:35]=[CH:34][CH:33]=3)[C:41]3[CH:46]=[CH:45][CH:44]=[CH:43][CH:42]=3)=[O:23])=[CH:17][C:9]1=2.